From a dataset of Forward reaction prediction with 1.9M reactions from USPTO patents (1976-2016). Predict the product of the given reaction. (1) Given the reactants [NH2:1][C:2]1[N:3]=[CH:4][C:5]([N:8]2[CH2:13][CH2:12][N:11]([C:14]([O:16][C:17]([CH3:20])([CH3:19])[CH3:18])=[O:15])[CH2:10][CH2:9]2)=[N:6][CH:7]=1.Br[C:22]1[C:23](=[O:30])[N:24]([CH3:29])[CH:25]=[C:26]([Br:28])[CH:27]=1.C1C=CC(P(C2C=CC3C(=CC=CC=3)C=2C2C3C(=CC=CC=3)C=CC=2P(C2C=CC=CC=2)C2C=CC=CC=2)C2C=CC=CC=2)=CC=1.C([O-])([O-])=O.[Cs+].[Cs+], predict the reaction product. The product is: [Br:28][C:26]1[CH:27]=[C:22]([NH:1][C:2]2[N:3]=[CH:4][C:5]([N:8]3[CH2:9][CH2:10][N:11]([C:14]([O:16][C:17]([CH3:20])([CH3:19])[CH3:18])=[O:15])[CH2:12][CH2:13]3)=[N:6][CH:7]=2)[C:23](=[O:30])[N:24]([CH3:29])[CH:25]=1. (2) Given the reactants [CH3:1][CH:2]1[NH:7][CH:6]([CH3:8])[CH2:5][N:4]([C:9]2[CH:19]=[CH:18][C:12]([C:13]([O:15][CH2:16][CH3:17])=[O:14])=[CH:11][CH:10]=2)[CH2:3]1.[CH2:20]=O.[BH4-].[Na+], predict the reaction product. The product is: [CH3:8][CH:6]1[N:7]([CH3:20])[CH:2]([CH3:1])[CH2:3][N:4]([C:9]2[CH:19]=[CH:18][C:12]([C:13]([O:15][CH2:16][CH3:17])=[O:14])=[CH:11][CH:10]=2)[CH2:5]1. (3) Given the reactants O.[OH-].[Li+].C[O:5][C:6](=[O:28])[C:7]1[CH:12]=[CH:11][C:10]([CH2:13][C:14]([N:16]2[CH2:21][CH2:20][N:19]([CH2:22][CH:23]3[CH2:26][CH2:25][CH2:24]3)[CH2:18][CH2:17]2)=[O:15])=[C:9]([CH3:27])[CH:8]=1, predict the reaction product. The product is: [CH:23]1([CH2:22][N:19]2[CH2:18][CH2:17][N:16]([C:14](=[O:15])[CH2:13][C:10]3[CH:11]=[CH:12][C:7]([C:6]([OH:28])=[O:5])=[CH:8][C:9]=3[CH3:27])[CH2:21][CH2:20]2)[CH2:26][CH2:25][CH2:24]1.